The task is: Regression/Classification. Given a drug SMILES string, predict its absorption, distribution, metabolism, or excretion properties. Task type varies by dataset: regression for continuous measurements (e.g., permeability, clearance, half-life) or binary classification for categorical outcomes (e.g., BBB penetration, CYP inhibition). Dataset: pampa_ncats.. This data is from PAMPA (Parallel Artificial Membrane Permeability Assay) permeability data from NCATS. (1) The molecule is COC1=CC=C(C=C1)C2=NN3C(=NN=C3SC2)C4=CC=NC=C4. The result is 1 (high permeability). (2) The compound is CC1=CC=C(C=C1)S(=O)(=O)NC2=C(C=C(C=C2)C)C(=O)NC3=NC(=CS3)C4=CC=CC=C4. The result is 0 (low-to-moderate permeability).